This data is from Full USPTO retrosynthesis dataset with 1.9M reactions from patents (1976-2016). The task is: Predict the reactants needed to synthesize the given product. (1) Given the product [F:37][C:31]1[CH:32]=[C:33]([F:36])[CH:34]=[CH:35][C:30]=1[C@@:22]1([NH:21][C:19]([NH:18][C:1](=[O:17])[O:2][CH2:3][CH:4]2[C:5]3[CH:6]=[CH:7][CH:8]=[CH:9][C:10]=3[C:11]3[C:16]2=[CH:15][CH:14]=[CH:13][CH:12]=3)=[S:20])[C@H:27]([CH2:28][OH:29])[CH2:26][CH2:25][O:24][CH2:23]1, predict the reactants needed to synthesize it. The reactants are: [C:1]([N:18]=[C:19]=[S:20])(=[O:17])[O:2][CH2:3][CH:4]1[C:16]2[CH:15]=[CH:14][CH:13]=[CH:12][C:11]=2[C:10]2[C:5]1=[CH:6][CH:7]=[CH:8][CH:9]=2.[NH2:21][C@:22]1([C:30]2[CH:35]=[CH:34][C:33]([F:36])=[CH:32][C:31]=2[F:37])[C@H:27]([CH2:28][OH:29])[CH2:26][CH2:25][O:24][CH2:23]1. (2) Given the product [CH:1]1([C:4]2[NH:8][C:7]3[CH:9]=[C:10]([C:14]4[C:15]([CH3:20])=[N:16][O:17][C:18]=4[CH3:19])[CH:11]=[C:12]([C:27]([C:21]4[CH:26]=[CH:25][CH:24]=[CH:23][CH:22]=4)=[CH2:28])[C:6]=3[N:5]=2)[CH2:3][CH2:2]1, predict the reactants needed to synthesize it. The reactants are: [CH:1]1([C:4]2[NH:8][C:7]3[CH:9]=[C:10]([C:14]4[C:15]([CH3:20])=[N:16][O:17][C:18]=4[CH3:19])[CH:11]=[C:12](I)[C:6]=3[N:5]=2)[CH2:3][CH2:2]1.[C:21]1([C:27](B(O)O)=[CH2:28])[CH:26]=[CH:25][CH:24]=[CH:23][CH:22]=1.C(=O)([O-])[O-].[Cs+].[Cs+].